This data is from Reaction yield outcomes from USPTO patents with 853,638 reactions. The task is: Predict the reaction yield, written as a fraction of the theoretical maximum amount of product (1.0 means a 100% yield; for example, 0.34 means a 34% yield). (1) The reactants are Br[C:2]1[CH:3]=[C:4]2[C:8](=[CH:9][CH:10]=1)[NH:7][C:6](=[O:11])[C:5]2([CH3:13])[CH3:12].[Cl:14][C:15]1[CH:16]=[C:17](B(O)O)[CH:18]=[CH:19][CH:20]=1.C(=O)([O-])[O-].[K+].[K+]. The catalyst is C(COC)OC.O.[Cl-].[NH4+].C1C=CC([P]([Pd]([P](C2C=CC=CC=2)(C2C=CC=CC=2)C2C=CC=CC=2)([P](C2C=CC=CC=2)(C2C=CC=CC=2)C2C=CC=CC=2)[P](C2C=CC=CC=2)(C2C=CC=CC=2)C2C=CC=CC=2)(C2C=CC=CC=2)C2C=CC=CC=2)=CC=1. The product is [Cl:14][C:15]1[CH:20]=[C:19]([C:2]2[CH:3]=[C:4]3[C:8](=[CH:9][CH:10]=2)[NH:7][C:6](=[O:11])[C:5]3([CH3:13])[CH3:12])[CH:18]=[CH:17][CH:16]=1. The yield is 0.250. (2) The reactants are [CH3:1][O-].[Na+].[N:4]#[C:5][NH2:6].[C:7]([C:11]1[CH:16]=[C:15]([N:17]=[C:18]=[S:19])[CH:14]=[C:13]([C:20]([CH3:23])([CH3:22])[CH3:21])[CH:12]=1)([CH3:10])([CH3:9])[CH3:8].IC. No catalyst specified. The product is [C:5](/[N:6]=[C:18](\[S:19][CH3:1])/[NH:17][C:15]1[CH:14]=[C:13]([C:20]([CH3:23])([CH3:22])[CH3:21])[CH:12]=[C:11]([C:7]([CH3:10])([CH3:9])[CH3:8])[CH:16]=1)#[N:4]. The yield is 0.460. (3) The reactants are C(Cl)(=O)C(Cl)=O.[CH2:7]([O:9][C:10]1[CH:18]=[CH:17][C:13]([C:14]([OH:16])=O)=[CH:12][CH:11]=1)[CH3:8].[Br:19][C:20]1[CH:25]=[CH:24][C:23]([Cl:26])=[CH:22][C:21]=1[O:27][CH3:28].[Cl-].[Al+3].[Cl-].[Cl-]. The catalyst is CN(C)C=O.C(Cl)(Cl)Cl.O. The product is [Br:19][C:20]1[CH:25]=[CH:24][C:23]([Cl:26])=[C:22]([C:14]([C:13]2[CH:12]=[CH:11][C:10]([O:9][CH2:7][CH3:8])=[CH:18][CH:17]=2)=[O:16])[C:21]=1[O:27][CH3:28]. The yield is 0.310.